From a dataset of Reaction yield outcomes from USPTO patents with 853,638 reactions. Predict the reaction yield, written as a fraction of the theoretical maximum amount of product (1.0 means a 100% yield; for example, 0.34 means a 34% yield). The catalyst is C1(C)C(C)=CC=CC=1. The yield is 0.340. The reactants are [N:1]1[CH:6]=[CH:5][CH:4]=[C:3]([NH:7][C:8]2[CH:13]=[CH:12][CH:11]=[CH:10][C:9]=2[NH2:14])[CH:2]=1.[C:15](Cl)(=O)/[CH:16]=[CH:17]/[C:18]1[CH:23]=[CH:22][CH:21]=[CH:20][CH:19]=1. The product is [N:1]1[CH:6]=[CH:5][CH:4]=[C:3]([N:7]2[C:8]3[CH:13]=[CH:12][CH:11]=[CH:10][C:9]=3[N:14]=[C:15]2/[CH:16]=[CH:17]/[C:18]2[CH:23]=[CH:22][CH:21]=[CH:20][CH:19]=2)[CH:2]=1.